Binary Classification. Given a drug SMILES string, predict its activity (active/inactive) in a high-throughput screening assay against a specified biological target. From a dataset of M1 muscarinic receptor antagonist screen with 61,756 compounds. The compound is s1c2n(cc(n2)CCNC(=O)C2CCCCC2)cc1. The result is 0 (inactive).